From a dataset of Retrosynthesis with 50K atom-mapped reactions and 10 reaction types from USPTO. Predict the reactants needed to synthesize the given product. (1) The reactants are: Cc1nn(-c2ccccc2)c(Sc2cc(Cl)cc(Cl)c2)c1C=Cc1ccccc1. Given the product Cc1nn(-c2ccccc2)c(Sc2cc(Cl)cc(Cl)c2)c1CCc1ccccc1, predict the reactants needed to synthesize it. (2) Given the product CCOC(=O)[C@H](C)Oc1cc(Oc2c(C)c(C)nn2C)c(Cl)cc1Cl, predict the reactants needed to synthesize it. The reactants are: CCI.Cc1nn(C)c(Oc2cc(O[C@@H](C)C(=O)O)c(Cl)cc2Cl)c1C. (3) Given the product COc1cc(C)c2c(c1)OC(C)(C)CC2=O, predict the reactants needed to synthesize it. The reactants are: CI.Cc1cc(O)cc2c1C(=O)CC(C)(C)O2. (4) The reactants are: COc1ccc2c(c1CCCC1CCN(C(=O)OC(C)(C)C)CC1)OCC2=O.O=Cc1n[nH]c2ccccc12. Given the product COc1ccc2c(c1CCCC1CCN(C(=O)OC(C)(C)C)CC1)O/C(=C\c1n[nH]c3ccccc13)C2=O, predict the reactants needed to synthesize it. (5) Given the product CCC(CC)(c1ccc(OCC(O)C(C)(C)C)c(C)c1)c1cc2cc(OS(C)(=O)=O)ccc2o1, predict the reactants needed to synthesize it. The reactants are: CCC(CC)(c1ccc(OCC(=O)C(C)(C)C)c(C)c1)c1cc2cc(OS(C)(=O)=O)ccc2o1. (6) The reactants are: COC(=O)CCc1cnoc1-c1ccc(F)c(Cl)c1. Given the product OCCCc1cnoc1-c1ccc(F)c(Cl)c1, predict the reactants needed to synthesize it. (7) Given the product CC(=O)N[C@@H](CO)C(=O)N(C)[C@@H]1c2ccccc2C[C@H]1NC(=O)c1cc2cc(Cl)sc2[nH]1, predict the reactants needed to synthesize it. The reactants are: CC(=O)N[C@@H](CO)C(=O)O.CN[C@@H]1c2ccccc2C[C@H]1NC(=O)c1cc2cc(Cl)sc2[nH]1.